This data is from Forward reaction prediction with 1.9M reactions from USPTO patents (1976-2016). The task is: Predict the product of the given reaction. (1) Given the reactants Br[C:2]1[CH:3]=[C:4]2[C@:15]3([N:20]=[C:19]([NH2:21])[CH2:18][O:17][CH2:16]3)[C:14]3[CH:13]=[C:12](Cl)[N:11]=[CH:10][C:9]=3[O:8][C:5]2=[CH:6][CH:7]=1.[N:23]1[CH:28]=[CH:27][CH:26]=[C:25](B(O)O)[CH:24]=1.[F:32][C:33]1[CH:34]=[C:35](B(O)O)[CH:36]=[CH:37][C:38]=1[F:39], predict the reaction product. The product is: [F:32][C:33]1[CH:34]=[C:35]([C:12]2[N:11]=[CH:10][C:9]3[O:8][C:5]4[C:4]([C@:15]5([N:20]=[C:19]([NH2:21])[CH2:18][O:17][CH2:16]5)[C:14]=3[CH:13]=2)=[CH:3][C:2]([C:25]2[CH:24]=[N:23][CH:28]=[CH:27][CH:26]=2)=[CH:7][CH:6]=4)[CH:36]=[CH:37][C:38]=1[F:39]. (2) Given the reactants Br[CH2:2][C:3]1[CH:12]=[N:11][C:10]2[C:5](=[CH:6][CH:7]=[CH:8][CH:9]=2)[N:4]=1.[CH2:13]([O:15][P:16]([O:20]CC)[O:17][CH2:18][CH3:19])[CH3:14], predict the reaction product. The product is: [N:4]1[C:5]2[C:10](=[CH:9][CH:8]=[CH:7][CH:6]=2)[N:11]=[CH:12][C:3]=1[CH2:2][P:16](=[O:20])([O:17][CH2:18][CH3:19])[O:15][CH2:13][CH3:14].